This data is from Catalyst prediction with 721,799 reactions and 888 catalyst types from USPTO. The task is: Predict which catalyst facilitates the given reaction. (1) Reactant: [CH3:1][N:2]([CH2:4][CH2:5][O:6][C:7]1[CH:8]=[C:9]([CH:11]=[CH:12][C:13]=1[Cl:14])[NH2:10])[CH3:3].[C:15]([C:17]1[C:33]([Cl:34])=[CH:32][CH:31]=[CH:30][C:18]=1[O:19][C:20]1[CH:25]=[CH:24][C:23]([S:26](Cl)(=[O:28])=[O:27])=[CH:22][CH:21]=1)#[N:16]. Product: [Cl:34][C:33]1[C:17]([C:15]#[N:16])=[C:18]([CH:30]=[CH:31][CH:32]=1)[O:19][C:20]1[CH:21]=[CH:22][C:23]([S:26]([NH:10][C:9]2[CH:11]=[CH:12][C:13]([Cl:14])=[C:7]([O:6][CH2:5][CH2:4][N:2]([CH3:1])[CH3:3])[CH:8]=2)(=[O:27])=[O:28])=[CH:24][CH:25]=1. The catalyst class is: 22. (2) Reactant: [CH3:1][N:2]1[CH:10]=[C:9]2[C:4]([CH:5]=[CH:6][CH:7]=[C:8]2[C@H:11]2[CH2:13][C@H:12]2[CH2:14][N:15]2C(=O)C3C(=CC=CC=3)C2=O)=[N:3]1.O.NN. Product: [CH3:1][N:2]1[CH:10]=[C:9]2[C:4]([CH:5]=[CH:6][CH:7]=[C:8]2[C@H:11]2[CH2:13][C@H:12]2[CH2:14][NH2:15])=[N:3]1. The catalyst class is: 8. (3) Reactant: [C:1]([C:3]1[CH:8]=[CH:7][C:6]([N:9]2[CH2:14][CH2:13][N:12]([C:15]([C@H:17]3[CH2:22][CH2:21][N:20](C(OCC4C=CC=CC=4)=O)[CH2:19][C@@H:18]3[C:33]([O:35][CH3:36])=[O:34])=[O:16])[CH2:11][CH2:10]2)=[C:5]([CH3:37])[CH:4]=1)#[N:2].CO. Product: [C:1]([C:3]1[CH:8]=[CH:7][C:6]([N:9]2[CH2:14][CH2:13][N:12]([C:15]([C@H:17]3[CH2:22][CH2:21][NH:20][CH2:19][C@@H:18]3[C:33]([O:35][CH3:36])=[O:34])=[O:16])[CH2:11][CH2:10]2)=[C:5]([CH3:37])[CH:4]=1)#[N:2]. The catalyst class is: 45. (4) Reactant: [CH2:1]([O:8][CH2:9][N:10]1[CH:14]=[CH:13][N:12]=[CH:11]1)[C:2]1[CH:7]=[CH:6][CH:5]=[CH:4][CH:3]=1.C([Li])CCC.CON(C)[C:23](=[O:37])[C@@H:24]([NH:26][C:27](=[O:36])[O:28][CH2:29][C:30]1[CH:35]=[CH:34][CH:33]=[CH:32][CH:31]=1)[CH3:25].C([Mg]Cl)(C)C. Product: [CH2:1]([O:8][CH2:9][N:10]1[CH:14]=[CH:13][N:12]=[C:11]1[C:23](=[O:37])[C@@H:24]([NH:26][C:27](=[O:36])[O:28][CH2:29][C:30]1[CH:35]=[CH:34][CH:33]=[CH:32][CH:31]=1)[CH3:25])[C:2]1[CH:3]=[CH:4][CH:5]=[CH:6][CH:7]=1. The catalyst class is: 1. (5) Reactant: [Cl:1][C:2]1[C:10]2[C:5](=[CH:6][C:7]([N+:11]([O-])=O)=[CH:8][CH:9]=2)[N:4]([CH2:14][CH2:15][N:16]2[CH2:20][CH2:19][CH2:18][CH2:17]2)[N:3]=1.[Cl-].[NH4+]. Product: [Cl:1][C:2]1[C:10]2[C:5](=[CH:6][C:7]([NH2:11])=[CH:8][CH:9]=2)[N:4]([CH2:14][CH2:15][N:16]2[CH2:17][CH2:18][CH2:19][CH2:20]2)[N:3]=1. The catalyst class is: 186.